This data is from Full USPTO retrosynthesis dataset with 1.9M reactions from patents (1976-2016). The task is: Predict the reactants needed to synthesize the given product. (1) Given the product [CH3:17][O:16][C:12]1[CH:11]=[C:5]([CH:6]=[CH:7][CH2:8][OH:9])[CH:4]=[C:3]([O:2][CH3:1])[C:13]=1[O:14][CH3:15], predict the reactants needed to synthesize it. The reactants are: [CH3:1][O:2][C:3]1[CH:4]=[C:5]([CH:11]=[C:12]([O:16][CH3:17])[C:13]=1[O:14][CH3:15])[CH:6]=[CH:7][C:8](O)=[O:9].C(Cl)(=O)OCC.[BH4-].[Na+].Cl. (2) Given the product [Cl:1][C:2]1[C:3]([N:9]2[CH2:14][CH2:13][O:12][CH2:11][CH2:10]2)=[CH:4][C:5]([NH:8][C:21]2[N:16]=[CH:17][C:18]([C:22]#[N:23])=[N:19][CH:20]=2)=[N:6][CH:7]=1, predict the reactants needed to synthesize it. The reactants are: [Cl:1][C:2]1[C:3]([N:9]2[CH2:14][CH2:13][O:12][CH2:11][CH2:10]2)=[CH:4][C:5]([NH2:8])=[N:6][CH:7]=1.Br[N:16]1[CH:21]=[CH:20][N:19]=[C:18]([C:22]#[N:23])[CH2:17]1.CC(C)([O-])C.[Na+].C1C=CC(P(C2C(C3C(P(C4C=CC=CC=4)C4C=CC=CC=4)=CC=C4C=3C=CC=C4)=C3C(C=CC=C3)=CC=2)C2C=CC=CC=2)=CC=1. (3) Given the product [CH:2]1([C:6]2[S:16][CH:15]=[C:9]([C:10]([O:12][CH2:13][CH3:14])=[O:11])[N:8]=2)[CH2:5][CH2:4][CH2:3]1, predict the reactants needed to synthesize it. The reactants are: Cl.[CH:2]1([C:6]([NH:8][CH:9]([CH2:15][SH:16])[C:10]([O:12][CH2:13][CH3:14])=[O:11])=O)[CH2:5][CH2:4][CH2:3]1. (4) Given the product [Br:1][C:2]1[CH:3]=[C:4]2[C:10](=[CH:29][C:25]3[CH:24]=[C:23]4[C:28]([C:20](/[CH:19]=[CH:18]/[C:14]5[CH:13]=[N:12][CH:17]=[CH:16][CH:15]=5)=[N:21][NH:22]4)=[CH:27][CH:26]=3)[C:9](=[O:11])[NH:8][C:5]2=[N:6][CH:7]=1, predict the reactants needed to synthesize it. The reactants are: [Br:1][C:2]1[CH:3]=[C:4]2[CH2:10][C:9](=[O:11])[NH:8][C:5]2=[N:6][CH:7]=1.[N:12]1[CH:17]=[CH:16][CH:15]=[C:14](/[CH:18]=[CH:19]/[C:20]2[C:28]3[C:23](=[CH:24][C:25]([CH:29]=O)=[CH:26][CH:27]=3)[NH:22][N:21]=2)[CH:13]=1. (5) Given the product [OH:9][C:10]1[CH:11]=[C:12]([C:18](=[O:35])[CH:19]=[C:20]2[C:33]3[C:28](=[CH:29][CH:30]=[CH:31][CH:32]=3)[C:27](=[O:34])[C:26]3[CH:25]=[CH:24][CH:23]=[CH:22][C:21]2=3)[CH:13]=[CH:14][C:15]=1[OH:16], predict the reactants needed to synthesize it. The reactants are: CC(C)=O.C(=O)=O.C[O:9][C:10]1[CH:11]=[C:12]([C:18](=[O:35])[CH:19]=[C:20]2[C:33]3[C:28](=[CH:29][CH:30]=[CH:31][CH:32]=3)[C:27](=[O:34])[C:26]3[CH:25]=[CH:24][CH:23]=[CH:22][C:21]2=3)[CH:13]=[CH:14][C:15]=1[O:16]C.B(Br)(Br)Br.O. (6) Given the product [Cl:1][C:2]1[C:11]2[C:6](=[CH:7][CH:8]=[C:9]([C:12]([C:14]3[O:18][C:17]([CH3:19])=[N:16][C:15]=3[CH3:20])=[O:13])[CH:10]=2)[N:5]=[C:4]([O:21][CH3:22])[C:3]=1[CH2:23][C:24]1[CH:25]=[CH:26][C:27]([C:30]([F:32])([F:31])[F:33])=[CH:28][CH:29]=1, predict the reactants needed to synthesize it. The reactants are: [Cl:1][C:2]1[C:11]2[C:6](=[CH:7][CH:8]=[C:9]([CH:12]([C:14]3[O:18][C:17]([CH3:19])=[N:16][C:15]=3[CH3:20])[OH:13])[CH:10]=2)[N:5]=[C:4]([O:21][CH3:22])[C:3]=1[CH2:23][C:24]1[CH:29]=[CH:28][C:27]([C:30]([F:33])([F:32])[F:31])=[CH:26][CH:25]=1. (7) Given the product [CH3:1][O:2][C:3](=[O:14])[C:4]1[CH:9]=[CH:8][C:7]([N:17]([CH3:18])[CH3:16])=[C:6]([N+:11]([O-:13])=[O:12])[CH:5]=1, predict the reactants needed to synthesize it. The reactants are: [CH3:1][O:2][C:3](=[O:14])[C:4]1[CH:9]=[CH:8][C:7](F)=[C:6]([N+:11]([O-:13])=[O:12])[CH:5]=1.Cl.[CH3:16][NH:17][CH3:18].C(=O)([O-])[O-].[K+].[K+].